Dataset: Full USPTO retrosynthesis dataset with 1.9M reactions from patents (1976-2016). Task: Predict the reactants needed to synthesize the given product. (1) The reactants are: [NH2:1][C:2]1[O:6][C:5]([C:7]([OH:12])([CH2:10][CH3:11])[CH2:8][CH3:9])=[N:4][N:3]=1.C(N(CC)C(C)C)(C)C.[C:22](Cl)(=[O:24])[CH3:23]. Given the product [CH2:8]([C:7]([C:5]1[O:6][C:2]([NH:1][C:22](=[O:24])[CH3:23])=[N:3][N:4]=1)([OH:12])[CH2:10][CH3:11])[CH3:9], predict the reactants needed to synthesize it. (2) Given the product [CH3:23][C:22]1[O:21][C:20]([C:24]2[CH:32]=[CH:31][C:27]([C:28](=[O:29])[NH:68][CH2:67][C:63]3[CH:62]=[N:61][CH:66]=[CH:65][CH:64]=3)=[CH:26][CH:25]=2)=[N:19][C:18]=1[CH2:17][CH2:16][CH2:15][O:14][CH:11]1[CH2:10][CH2:9][N:8]([C:6]([O:5][C:1]([CH3:2])([CH3:3])[CH3:4])=[O:7])[CH2:13][CH2:12]1, predict the reactants needed to synthesize it. The reactants are: [C:1]([O:5][C:6]([N:8]1[CH2:13][CH2:12][CH:11]([O:14][CH2:15][CH2:16][CH2:17][C:18]2[N:19]=[C:20]([C:24]3[CH:32]=[CH:31][C:27]([C:28](O)=[O:29])=[CH:26][CH:25]=3)[O:21][C:22]=2[CH3:23])[CH2:10][CH2:9]1)=[O:7])([CH3:4])([CH3:3])[CH3:2].CCN=C=NCCCN(C)C.C1C=CC2N(O)N=NC=2C=1.C(N(CC)CC)C.[N:61]1[CH:66]=[CH:65][CH:64]=[C:63]([CH2:67][NH2:68])[CH:62]=1. (3) Given the product [C@H:25]1([CH2:35][N:1]2[CH2:6][CH2:5][CH:4]([NH:7][C:8]([C:10]3[NH:11][C:12]4[C:17]([CH:18]=3)=[C:16]([O:19][CH2:20][CH:21]3[CH2:24][CH2:23][CH2:22]3)[CH:15]=[CH:14][CH:13]=4)=[O:9])[CH2:3][CH2:2]2)[C@@H:34]2[N:29]([CH2:30][CH2:31][CH2:32][CH2:33]2)[CH2:28][CH2:27][CH2:26]1, predict the reactants needed to synthesize it. The reactants are: [NH:1]1[CH2:6][CH2:5][CH:4]([NH:7][C:8]([C:10]2[NH:11][C:12]3[C:17]([CH:18]=2)=[C:16]([O:19][CH2:20][CH:21]2[CH2:24][CH2:23][CH2:22]2)[CH:15]=[CH:14][CH:13]=3)=[O:9])[CH2:3][CH2:2]1.[C@H:25]1([CH2:35]O)[C@@H:34]2[N:29]([CH2:30][CH2:31][CH2:32][CH2:33]2)[CH2:28][CH2:27][CH2:26]1. (4) Given the product [NH2:16][C:15]1[CH:14]=[CH:13][CH:12]=[C:11]([CH3:19])[C:10]=1[N:3]([CH:1]=[O:2])[CH2:4][C:5]([O:7][CH2:8][CH3:9])=[O:6], predict the reactants needed to synthesize it. The reactants are: [CH:1]([N:3]([C:10]1[C:15]([N+:16]([O-])=O)=[CH:14][CH:13]=[CH:12][C:11]=1[CH3:19])[CH2:4][C:5]([O:7][CH2:8][CH3:9])=[O:6])=[O:2]. (5) Given the product [CH:3]1[C:4]2[C:18](=[CH:19][CH:14]=[CH:6][CH:5]=2)[CH:17]=[CH:16][C:2]=1[C:7]1[CH:12]=[CH:11][CH:10]=[CH:9][N:8]=1, predict the reactants needed to synthesize it. The reactants are: N1[CH:6]=[CH:5][CH:4]=[CH:3][C:2]=1[C:7]1[CH:12]=[CH:11][CH:10]=[CH:9][N:8]=1.Cl[C:14]1[CH:19]=[CH:18][CH:17]=[CH:16]N=1.